Dataset: NCI-60 drug combinations with 297,098 pairs across 59 cell lines. Task: Regression. Given two drug SMILES strings and cell line genomic features, predict the synergy score measuring deviation from expected non-interaction effect. Drug 1: C1CCN(CC1)CCOC2=CC=C(C=C2)C(=O)C3=C(SC4=C3C=CC(=C4)O)C5=CC=C(C=C5)O. Drug 2: C(CN)CNCCSP(=O)(O)O. Cell line: MDA-MB-435. Synergy scores: CSS=0.196, Synergy_ZIP=2.84, Synergy_Bliss=7.62, Synergy_Loewe=2.31, Synergy_HSA=2.90.